This data is from Full USPTO retrosynthesis dataset with 1.9M reactions from patents (1976-2016). The task is: Predict the reactants needed to synthesize the given product. The reactants are: [Cl:1][C:2]1[CH:9]=[C:8]([N:10]([CH2:17][C:18]([CH3:20])=[CH2:19])[C@H:11]2[CH2:15][CH2:14][N:13]([CH3:16])[CH2:12]2)[CH:7]=[CH:6][C:3]=1[C:4]#[N:5]. Given the product [Cl:1][C:2]1[CH:9]=[C:8]([N:10]([CH2:17][CH:18]([CH3:20])[CH3:19])[C@H:11]2[CH2:15][CH2:14][N:13]([CH3:16])[CH2:12]2)[CH:7]=[CH:6][C:3]=1[C:4]#[N:5], predict the reactants needed to synthesize it.